Task: Binary Classification. Given a drug SMILES string, predict its activity (active/inactive) in a high-throughput screening assay against a specified biological target.. Dataset: HIV replication inhibition screening data with 41,000+ compounds from the AIDS Antiviral Screen (1) The drug is CC(C)(C)CS(=O)(=O)O. The result is 0 (inactive). (2) The drug is CCCC(C(=O)OC)C1N=C(NC#N)N(Cc2ccccc2)C1=O. The result is 0 (inactive). (3) The compound is O=c1c(-c2ccc3c(c2)OCO3)coc2cc(O)ccc12. The result is 0 (inactive). (4) The result is 0 (inactive). The molecule is CCCCC1Sc2cc(OC)cc3c2N(CCN3)C1=O.